This data is from Catalyst prediction with 721,799 reactions and 888 catalyst types from USPTO. The task is: Predict which catalyst facilitates the given reaction. Reactant: [Cl:1][C:2]1[N:3]([CH2:10][C@:11]2([CH3:14])[CH2:13][O:12]2)[CH:4]=[C:5]([N+:7]([O-:9])=[O:8])[N:6]=1.[N:15]1([CH:21]2[CH2:26][CH2:25][NH:24][CH2:23][CH2:22]2)[CH2:20][CH2:19][CH2:18][CH2:17][CH2:16]1.O. Product: [N:15]1([CH:21]2[CH2:26][CH2:25][N:24]([CH2:13][C@:11]([CH3:14])([OH:12])[CH2:10][N:3]3[CH:4]=[C:5]([N+:7]([O-:9])=[O:8])[N:6]=[C:2]3[Cl:1])[CH2:23][CH2:22]2)[CH2:20][CH2:19][CH2:18][CH2:17][CH2:16]1. The catalyst class is: 3.